Task: Predict which catalyst facilitates the given reaction.. Dataset: Catalyst prediction with 721,799 reactions and 888 catalyst types from USPTO (1) Reactant: Cl[C:2]1[N:7]=[C:6]([NH:8][CH3:9])[CH:5]=[CH:4][N:3]=1.[C:10]([O:14][C:15](=[O:24])[NH:16][C@H:17]1[CH2:22][CH2:21][C@@H:20]([NH2:23])[CH2:19][CH2:18]1)([CH3:13])([CH3:12])[CH3:11].C([O-])(O)=O.[Na+]. Product: [C:10]([O:14][C:15](=[O:24])[NH:16][C@H:17]1[CH2:18][CH2:19][C@@H:20]([NH:23][C:2]2[N:7]=[C:6]([NH:8][CH3:9])[CH:5]=[CH:4][N:3]=2)[CH2:21][CH2:22]1)([CH3:13])([CH3:11])[CH3:12]. The catalyst class is: 51. (2) Reactant: O1[C:5]2([CH2:10][CH2:9][N:8]([C:11]3[CH:12]=[CH:13][C:14]4[N:15]([C:17]([CH2:20][C:21]5[CH:22]=[C:23]6[C:28](=[CH:29][CH:30]=5)[N:27]=[CH:26][CH:25]=[CH:24]6)=[CH:18][N:19]=4)[N:16]=3)[CH2:7][CH2:6]2)[O:4]CC1.Cl. Product: [N:27]1[C:28]2[C:23](=[CH:22][C:21]([CH2:20][C:17]3[N:15]4[N:16]=[C:11]([N:8]5[CH2:9][CH2:10][C:5](=[O:4])[CH2:6][CH2:7]5)[CH:12]=[CH:13][C:14]4=[N:19][CH:18]=3)=[CH:30][CH:29]=2)[CH:24]=[CH:25][CH:26]=1. The catalyst class is: 1. (3) Reactant: [CH3:1][CH:2]1[CH2:8][C:7](=[O:9])[O:6][C:4](=[O:5])[CH2:3]1.Cl.[CH3:11][NH:12][O:13][CH3:14].N1C=CC=CC=1. Product: [CH3:14][O:13][N:12]([CH3:11])[C:7](=[O:9])[CH2:8][CH:2]([CH3:1])[CH2:3][C:4]([OH:6])=[O:5]. The catalyst class is: 4. (4) Reactant: [NH:1]1[CH2:4][CH:3]([N:5]2[CH2:10][CH2:9][N:8]([C:11]([C:13]3[S:14][CH:15]=[CH:16][N:17]=3)=[O:12])[CH2:7][CH2:6]2)[CH2:2]1.[CH2:18]([N:25]1[C:33]2[C:28](=[CH:29][C:30]([C:34](O)=[O:35])=[CH:31][CH:32]=2)[CH2:27][CH2:26]1)[C:19]1[CH:24]=[CH:23][CH:22]=[CH:21][CH:20]=1.C(Cl)CCl.CCN(CC)CC.Cl. Product: [CH2:18]([N:25]1[C:33]2[C:28](=[CH:29][C:30]([C:34]([N:1]3[CH2:2][CH:3]([N:5]4[CH2:6][CH2:7][N:8]([C:11]([C:13]5[S:14][CH:15]=[CH:16][N:17]=5)=[O:12])[CH2:9][CH2:10]4)[CH2:4]3)=[O:35])=[CH:31][CH:32]=2)[CH2:27][CH2:26]1)[C:19]1[CH:20]=[CH:21][CH:22]=[CH:23][CH:24]=1. The catalyst class is: 34. (5) Reactant: C(OC([NH:8][CH:9]([C:43]([CH3:46])([CH3:45])[CH3:44])[C:10]([N:12]1[CH2:16][CH:15]([O:17][C:18]2[C:27]3[C:22](=[C:23]([Cl:28])[CH:24]=[CH:25][CH:26]=3)[N:21]=[C:20]([O:29][CH2:30][CH3:31])[CH:19]=2)[CH2:14][CH:13]1[C:32]([NH:34][C:35]1([C:40]([OH:42])=[O:41])[CH2:37][CH:36]1[CH2:38][CH3:39])=[O:33])=[O:11])=O)(C)(C)C.Cl.[F:48][C:49]([F:68])([F:67])[C:50]1([O:54][C:55](=[O:66])OC2C=CC([N+]([O-])=O)=CC=2)[CH2:53][CH2:52][CH2:51]1.OS([O-])(=O)=O.[K+]. Product: [Cl:28][C:23]1[CH:24]=[CH:25][CH:26]=[C:27]2[C:22]=1[N:21]=[C:20]([O:29][CH2:30][CH3:31])[CH:19]=[C:18]2[O:17][CH:15]1[CH2:16][N:12]([C:10](=[O:11])[CH:9]([NH:8][C:55]([O:54][C:50]2([C:49]([F:48])([F:67])[F:68])[CH2:51][CH2:52][CH2:53]2)=[O:66])[C:43]([CH3:44])([CH3:46])[CH3:45])[CH:13]([C:32]([NH:34][C:35]2([C:40]([OH:42])=[O:41])[CH2:37][CH:36]2[CH2:38][CH3:39])=[O:33])[CH2:14]1. The catalyst class is: 236.